From a dataset of Forward reaction prediction with 1.9M reactions from USPTO patents (1976-2016). Predict the product of the given reaction. (1) The product is: [C:1]([O:5][C:6]([N:8]1[C@H:17]([C:18](=[O:19])[NH:73][C@H:56]([C:55]([O:54][CH3:53])=[O:74])[CH2:57][C:58]2[CH:59]=[CH:60][C:61]([O:64][C:65]3[CH:70]=[CH:69][N:68]=[C:67]([CH3:71])[C:66]=3[CH3:72])=[CH:62][CH:63]=2)[CH2:16][C:15]2[CH:14]=[C:13]3[O:21][CH2:22][C@H:23]([C:25]4[CH:30]=[CH:29][CH:28]=[C:27]([O:31][CH2:32][C:33]5[CH:38]=[CH:37][C:36]([Cl:39])=[C:35]([Cl:40])[CH:34]=5)[CH:26]=4)[O:24][C:12]3=[CH:11][C:10]=2[CH2:9]1)=[O:7])([CH3:2])([CH3:4])[CH3:3]. Given the reactants [C:1]([O:5][C:6]([N:8]1[C@H:17]([C:18](O)=[O:19])[CH2:16][C:15]2[CH:14]=[C:13]3[O:21][CH2:22][C@H:23]([C:25]4[CH:30]=[CH:29][CH:28]=[C:27]([O:31][CH2:32][C:33]5[CH:38]=[CH:37][C:36]([Cl:39])=[C:35]([Cl:40])[CH:34]=5)[CH:26]=4)[O:24][C:12]3=[CH:11][C:10]=2[CH2:9]1)=[O:7])([CH3:4])([CH3:3])[CH3:2].C1C=CC2N(O)N=NC=2C=1.Cl.Cl.[CH3:53][O:54][C:55](=[O:74])[C@@H:56]([NH2:73])[CH2:57][C:58]1[CH:63]=[CH:62][C:61]([O:64][C:65]2[CH:70]=[CH:69][N:68]=[C:67]([CH3:71])[C:66]=2[CH3:72])=[CH:60][CH:59]=1.CCN(C(C)C)C(C)C, predict the reaction product. (2) Given the reactants [F:1][C:2]1([F:17])[O:6][C:5]2[CH:7]=[CH:8][C:9]([C:11]3([C:14]([OH:16])=O)[CH2:13][CH2:12]3)=[CH:10][C:4]=2[O:3]1.S(Cl)(Cl)=O.[NH2:22][C:23]1[CH:24]=[C:25]2[C:29](=[CH:30][C:31]=1[F:32])[N:28]([CH2:33][C@@H:34]1[CH2:38][O:37][C:36]([CH3:40])([CH3:39])[O:35]1)[C:27]([C:41]([CH3:45])([CH3:44])[CH2:42][OH:43])=[CH:26]2.C(N(CC)CC)C, predict the reaction product. The product is: [F:17][C:2]1([F:1])[O:6][C:5]2[CH:7]=[CH:8][C:9]([C:11]3([C:14]([NH:22][C:23]4[CH:24]=[C:25]5[C:29](=[CH:30][C:31]=4[F:32])[N:28]([CH2:33][C@@H:34]4[CH2:38][O:37][C:36]([CH3:39])([CH3:40])[O:35]4)[C:27]([C:41]([CH3:45])([CH3:44])[CH2:42][OH:43])=[CH:26]5)=[O:16])[CH2:12][CH2:13]3)=[CH:10][C:4]=2[O:3]1. (3) Given the reactants [F:1][C:2]1[CH:7]=[CH:6][C:5]([C:8]2[O:9][CH:10]=[C:11]([CH:13]([CH2:19][NH2:20])[CH2:14][CH2:15][N:16]([CH3:18])[CH3:17])[N:12]=2)=[CH:4][CH:3]=1.[F:21][C:22]([F:38])([F:37])[C:23]1[O:27][N:26]=[C:25]([C:28]2[CH:29]=[C:30]([CH:34]=[CH:35][CH:36]=2)[C:31](O)=[O:32])[N:24]=1, predict the reaction product. The product is: [CH3:17][N:16]([CH3:18])[CH2:15][CH2:14][CH:13]([C:11]1[N:12]=[C:8]([C:5]2[CH:4]=[CH:3][C:2]([F:1])=[CH:7][CH:6]=2)[O:9][CH:10]=1)[CH2:19][NH:20][C:31](=[O:32])[C:30]1[CH:34]=[CH:35][CH:36]=[C:28]([C:25]2[N:24]=[C:23]([C:22]([F:38])([F:37])[F:21])[O:27][N:26]=2)[CH:29]=1. (4) The product is: [CH:14]([NH:13][C:11]([C:10]1[C:4]2[C:5](=[N:6][CH:7]=[C:2]([NH:32][C:29]3[CH:28]=[CH:27][C:26]([CH3:25])=[CH:31][N:30]=3)[N:3]=2)[N:8]([CH2:17][O:18][CH2:19][CH2:20][Si:21]([CH3:24])([CH3:23])[CH3:22])[CH:9]=1)=[O:12])([CH3:16])[CH3:15]. Given the reactants Br[C:2]1[N:3]=[C:4]2[C:10]([C:11]([NH:13][CH:14]([CH3:16])[CH3:15])=[O:12])=[CH:9][N:8]([CH2:17][O:18][CH2:19][CH2:20][Si:21]([CH3:24])([CH3:23])[CH3:22])[C:5]2=[N:6][CH:7]=1.[CH3:25][C:26]1[CH:27]=[CH:28][C:29]([NH2:32])=[N:30][CH:31]=1.CC(C)([O-])C.[Na+].CN(C=O)C, predict the reaction product. (5) Given the reactants [OH:1][C:2]1[CH:3]=[C:4]([C:8]([F:11])([F:10])[F:9])[CH:5]=[CH:6][CH:7]=1.F[C:13]1[CH:18]=[CH:17][CH:16]=[CH:15][C:14]=1[N+:19]([O-:21])=[O:20].[F:22][C:23]([F:39])([F:38])[C:24]1[CH:25]=[C:26]([CH:35]=[CH:36][CH:37]=1)[O:27][C:28]1[CH:34]=[CH:33][CH:32]=[CH:31][C:29]=1[NH2:30].[NH2:40][C:41]1[S:42][CH:43]=[CH:44][N:45]=1, predict the reaction product. The product is: [F:11][C:8]([F:9])([F:10])[C:4]1[CH:3]=[C:2]([CH:7]=[CH:6][CH:5]=1)[O:1][C:13]1[CH:18]=[CH:17][CH:16]=[CH:15][C:14]=1[N+:19]([O-:21])=[O:20].[F:22][C:23]([F:38])([F:39])[C:24]1[CH:25]=[C:26]([CH:35]=[CH:36][CH:37]=1)[O:27][C:28]1[CH:34]=[CH:33][CH:32]=[CH:31][C:29]=1[NH:30][C:2]([NH:40][C:41]1[S:42][CH:43]=[CH:44][N:45]=1)=[O:1].